From a dataset of Forward reaction prediction with 1.9M reactions from USPTO patents (1976-2016). Predict the product of the given reaction. (1) Given the reactants [Cl:1][C:2]1[CH:11]=[C:10]2[C:5]([C:6]([NH:12][CH2:13][CH2:14][CH2:15][CH2:16][CH2:17][CH2:18][NH:19]C(=O)CCN(CC)CC)=[CH:7][CH:8]=[N:9]2)=[CH:4][CH:3]=1.Cl.[OH-].[Na+].[CH2:32]1[CH2:36]OC[CH2:33]1, predict the reaction product. The product is: [Cl:1][C:2]1[CH:11]=[C:10]2[C:5]([C:6]([N:12]([CH2:33][CH2:32][CH2:36][N:9]([CH2:10][CH3:5])[CH2:8][CH3:7])[CH2:13][CH2:14][CH2:15][CH2:16][CH2:17][CH2:18][NH2:19])=[CH:7][CH:8]=[N:9]2)=[CH:4][CH:3]=1. (2) Given the reactants [F:1][C:2]([F:32])([F:31])[C:3]1[CH:8]=[C:7]([C:9]2[CH:14]=[CH:13][C:12]([C:15]([F:18])([F:17])[F:16])=[CH:11][CH:10]=2)[N:6]=[C:5]([N:19]2[CH:23]=[C:22]([C:24]3[CH:25]=[CH:26][C:27]([NH2:30])=[N:28][CH:29]=3)[N:21]=[CH:20]2)[N:4]=1.[CH2:33]([O:35]CC)[CH3:34], predict the reaction product. The product is: [F:32][C:2]([F:1])([F:31])[C:3]1[CH:8]=[C:7]([C:9]2[CH:14]=[CH:13][C:12]([C:15]([F:17])([F:18])[F:16])=[CH:11][CH:10]=2)[N:6]=[C:5]([N:19]2[CH:23]=[C:22]([C:24]3[CH:25]=[CH:26][C:27]([NH:30][C:33](=[O:35])[CH3:34])=[N:28][CH:29]=3)[N:21]=[CH:20]2)[N:4]=1. (3) Given the reactants [Cl:1][C:2]1[CH:24]=[CH:23][C:5]2[N:6]([CH3:22])[C:7](=[O:21])[CH2:8][N:9]3[C:12](=[O:13])[C@@H:11]([OH:14])[C@:10]3([C:15]3[CH:20]=[CH:19][CH:18]=[CH:17][CH:16]=3)[C:4]=2[CH:3]=1.[H-].[Na+].Cl[C:28]1[N:33]=[CH:32][CH:31]=[CH:30][N:29]=1, predict the reaction product. The product is: [Cl:1][C:2]1[CH:24]=[CH:23][C:5]2[N:6]([CH3:22])[C:7](=[O:21])[CH2:8][N:9]3[C:12](=[O:13])[C@@H:11]([O:14][C:28]4[N:33]=[CH:32][CH:31]=[CH:30][N:29]=4)[C@:10]3([C:15]3[CH:20]=[CH:19][CH:18]=[CH:17][CH:16]=3)[C:4]=2[CH:3]=1. (4) Given the reactants [Cl:1][C:2]1[CH:16]=[C:15]([Cl:17])[CH:14]=[CH:13][C:3]=1[O:4][CH2:5][CH2:6][C:7]([CH3:12])([CH3:11])[C:8]([OH:10])=O.C1C=CC2N(O)N=NC=2C=1.CCN=C=NCCCN(C)C.CCN(C(C)C)C(C)C.[NH2:48][CH:49]1[CH:56]2[CH2:57][C:52]3([OH:59])[CH2:53][CH:54]([CH2:58][CH:50]1[CH2:51]3)[CH2:55]2, predict the reaction product. The product is: [Cl:1][C:2]1[CH:16]=[C:15]([Cl:17])[CH:14]=[CH:13][C:3]=1[O:4][CH2:5][CH2:6][C:7]([CH3:12])([CH3:11])[C:8]([NH:48][CH:49]1[CH:50]2[CH2:58][CH:54]3[CH2:53][C:52]([OH:59])([CH2:57][CH:56]1[CH2:55]3)[CH2:51]2)=[O:10]. (5) Given the reactants C([O:3][C:4]([C:6]1[N:11]=[N:10][C:9]2=[C:12]([C:21]3[CH:26]=[CH:25][C:24]([F:27])=[C:23]([OH:28])[CH:22]=3)[C:13]([C:15]3[CH:20]=[CH:19][N:18]=[CH:17][CH:16]=3)=[N:14][N:8]2[C:7]=1[C:29]1[CH:34]=[CH:33][CH:32]=[C:31]([S:35](=[O:40])(=[O:39])[N:36]([CH3:38])[CH3:37])[CH:30]=1)=[O:5])C.B(Br)(Br)Br, predict the reaction product. The product is: [CH3:37][N:36]([CH3:38])[S:35]([C:31]1[CH:30]=[C:29]([C:7]2[N:8]3[N:14]=[C:13]([C:15]4[CH:16]=[CH:17][N:18]=[CH:19][CH:20]=4)[C:12]([C:21]4[CH:26]=[CH:25][C:24]([F:27])=[C:23]([OH:28])[CH:22]=4)=[C:9]3[N:10]=[N:11][C:6]=2[C:4]([OH:5])=[O:3])[CH:34]=[CH:33][CH:32]=1)(=[O:40])=[O:39]. (6) Given the reactants [NH2:1][C:2]1[C:3]([Cl:10])=[N:4][C:5]([Cl:9])=[CH:6][C:7]=1[CH3:8].N1C=CC=CC=1.[Br:17][C:18]1[CH:19]=[C:20]([C:25](Cl)=[O:26])[C:21]([Cl:24])=[N:22][CH:23]=1, predict the reaction product. The product is: [Br:17][C:18]1[CH:19]=[C:20]([C:25]([NH:1][C:2]2[C:3]([Cl:10])=[N:4][C:5]([Cl:9])=[CH:6][C:7]=2[CH3:8])=[O:26])[C:21]([Cl:24])=[N:22][CH:23]=1. (7) Given the reactants [C:1]([C:4]1[CH:9]=[N:8][CH:7]=[CH:6][N:5]=1)(=[O:3])[CH3:2].C(N(CC)C(C)C)(C)C.[Si:19](OS(C(F)(F)F)(=O)=O)([CH:26]([CH3:28])[CH3:27])([CH:23]([CH3:25])[CH3:24])[CH:20]([CH3:22])[CH3:21], predict the reaction product. The product is: [CH:20]([Si:19]([CH:26]([CH3:28])[CH3:27])([CH:23]([CH3:25])[CH3:24])[O:3][C:1]([C:4]1[CH:9]=[N:8][CH:7]=[CH:6][N:5]=1)=[CH2:2])([CH3:22])[CH3:21]. (8) Given the reactants Br[C:2]1[CH:3]=[C:4]([CH:22]=[C:23]([C:25]([F:28])([F:27])[F:26])[CH:24]=1)[C:5]([N:7]([C:9]1[CH:10]=[N:11][CH:12]=[CH:13][C:14]=1[C:15]1[CH:20]=[CH:19][CH:18]=[CH:17][C:16]=1[Cl:21])[CH3:8])=[O:6].B(OC(C)C)(OC(C)C)[O:30]C(C)C.[Li]CCCC.CC(O)=O.OO.C([O-])(O)=O.[Na+], predict the reaction product. The product is: [Cl:21][C:16]1[CH:17]=[CH:18][CH:19]=[CH:20][C:15]=1[C:14]1[CH:13]=[CH:12][N:11]=[CH:10][C:9]=1[N:7]([CH3:8])[C:5](=[O:6])[C:4]1[CH:22]=[C:23]([C:25]([F:28])([F:27])[F:26])[CH:24]=[C:2]([OH:30])[CH:3]=1.